This data is from Full USPTO retrosynthesis dataset with 1.9M reactions from patents (1976-2016). The task is: Predict the reactants needed to synthesize the given product. The reactants are: [N:1]1[CH:6]=[CH:5][CH:4]=[CH:3][C:2]=1[C:7]#[C:8][C:9]1[CH:10]=[CH:11][C:12]([N:15]2[CH2:20][CH2:19][N:18](C(OC(C)(C)C)=O)[CH2:17][CH2:16]2)=[N:13][CH:14]=1.FC(F)(F)C(O)=O.C(N(CC)CC)C.[CH3:42][S:43](Cl)(=[O:45])=[O:44]. Given the product [CH3:42][S:43]([N:18]1[CH2:19][CH2:20][N:15]([C:12]2[CH:11]=[CH:10][C:9]([C:8]#[C:7][C:2]3[CH:3]=[CH:4][CH:5]=[CH:6][N:1]=3)=[CH:14][N:13]=2)[CH2:16][CH2:17]1)(=[O:45])=[O:44], predict the reactants needed to synthesize it.